Predict the product of the given reaction. From a dataset of Forward reaction prediction with 1.9M reactions from USPTO patents (1976-2016). (1) Given the reactants [Si]([O:8][CH2:9][C@@H:10]1[C:18]2[C:13](=[CH:14][CH:15]=[CH:16][CH:17]=2)[CH2:12][C@H:11]1[NH:19][C:20]([C:22]1[NH:26][C:25]2[C:27]([Cl:31])=[C:28]([Cl:30])[S:29][C:24]=2[CH:23]=1)=[O:21])(C(C)(C)C)(C)C.[F-].C([N+](CCCC)(CCCC)CCCC)CCC, predict the reaction product. The product is: [Cl:30][C:28]1[S:29][C:24]2[CH:23]=[C:22]([C:20]([NH:19][C@@H:11]3[CH2:12][C:13]4[C:18](=[CH:17][CH:16]=[CH:15][CH:14]=4)[C@H:10]3[CH2:9][OH:8])=[O:21])[NH:26][C:25]=2[C:27]=1[Cl:31]. (2) Given the reactants [C:1]1([NH:7][CH2:8][C:9]2[C:18]3[C:13](=[CH:14][CH:15]=[CH:16][CH:17]=3)[NH:12][C:11](=[O:19])[CH:10]=2)[CH:6]=[CH:5][CH:4]=[CH:3][CH:2]=1.[S:20]1[C:24]([C:25](O)=[O:26])=[CH:23][N:22]=[CH:21]1, predict the reaction product. The product is: [O:19]=[C:11]1[CH:10]=[C:9]([CH2:8][N:7]([C:1]2[CH:2]=[CH:3][CH:4]=[CH:5][CH:6]=2)[C:25]([C:24]2[S:20][CH:21]=[N:22][CH:23]=2)=[O:26])[C:18]2[C:13](=[CH:14][CH:15]=[CH:16][CH:17]=2)[NH:12]1. (3) The product is: [F:1][C:2]([F:33])([F:32])[C:3]1[CH:4]=[C:5]([C@H:13]2[O:17][C:16](=[O:18])[N:15]([CH2:19][C:20]3[CH:25]=[C:24]([C:26]([F:29])([F:28])[F:27])[CH:23]=[CH:22][C:21]=3[C:34]#[N:35])[C@H:14]2[CH3:31])[CH:6]=[C:7]([C:9]([F:12])([F:11])[F:10])[CH:8]=1. Given the reactants [F:1][C:2]([F:33])([F:32])[C:3]1[CH:4]=[C:5]([C@H:13]2[O:17][C:16](=[O:18])[N:15]([CH2:19][C:20]3[CH:25]=[C:24]([C:26]([F:29])([F:28])[F:27])[CH:23]=[CH:22][C:21]=3I)[C@H:14]2[CH3:31])[CH:6]=[C:7]([C:9]([F:12])([F:11])[F:10])[CH:8]=1.[C:34]([Cu])#[N:35], predict the reaction product. (4) Given the reactants Br[C:2]1[CH:3]=[C:4]([C:9](=[O:24])[C:10]([C:12]2[CH:17]=[CH:16][C:15]([O:18][CH:19]([F:21])[F:20])=[C:14]([CH2:22][CH3:23])[CH:13]=2)=[O:11])[CH:5]=[CH:6][C:7]=1F.[CH2:25]([OH:28])[C:26]#[CH:27], predict the reaction product. The product is: [F:20][CH:19]([F:21])[O:18][C:15]1[CH:16]=[CH:17][C:12]([C:10](=[O:11])[C:9]([C:4]2[CH:5]=[CH:6][CH:7]=[C:2]([C:27]#[C:26][CH2:25][OH:28])[CH:3]=2)=[O:24])=[CH:13][C:14]=1[CH2:22][CH3:23]. (5) Given the reactants [NH2:1][C:2]1[N:6]=[C:5]([NH2:7])[NH:4][N:3]=1.[C:8]1([CH:14]([C:20](OCC)=[O:21])[C:15](OCC)=[O:16])[CH:13]=[CH:12][CH:11]=[CH:10][CH:9]=1, predict the reaction product. The product is: [NH2:1][C:2]1[N:6]=[C:5]2[N:7]=[C:15]([OH:16])[C:14]([C:8]3[CH:13]=[CH:12][CH:11]=[CH:10][CH:9]=3)=[C:20]([OH:21])[N:4]2[N:3]=1. (6) Given the reactants [NH2:1][CH:2]1[CH2:5][N:4]([C:6]([C:8]2[CH:9]=[C:10]([CH:23]=[CH:24][C:25]=2[F:26])[CH2:11][C:12]2[C:21]3[C:16](=[CH:17][CH:18]=[CH:19][CH:20]=3)[C:15](=[O:22])[NH:14][N:13]=2)=[O:7])[CH2:3]1.[CH3:27][C:28](=O)[CH2:29][CH3:30].C(O[BH-](OC(=O)C)OC(=O)C)(=O)C.[Na+], predict the reaction product. The product is: [CH:28]([NH:1][CH:2]1[CH2:3][N:4]([C:6]([C:8]2[CH:9]=[C:10]([CH:23]=[CH:24][C:25]=2[F:26])[CH2:11][C:12]2[C:21]3[C:16](=[CH:17][CH:18]=[CH:19][CH:20]=3)[C:15](=[O:22])[NH:14][N:13]=2)=[O:7])[CH2:5]1)([CH2:29][CH3:30])[CH3:27]. (7) Given the reactants [C:1]([C:5]1[CH:19]=[CH:18][C:8]([O:9][C:10]2[CH:11]=[C:12]([CH:15]=[CH:16][CH:17]=2)[CH:13]=O)=[CH:7][CH:6]=1)([CH3:4])([CH3:3])[CH3:2].[CH3:20][CH:21]([CH3:37])[C:22]([NH:24][C:25]1[CH:30]=[CH:29][CH:28]=[C:27]([CH:31]2[CH2:36][CH2:35][NH:34][CH2:33][CH2:32]2)[CH:26]=1)=[O:23], predict the reaction product. The product is: [C:1]([C:5]1[CH:19]=[CH:18][C:8]([O:9][C:10]2[CH:11]=[C:12]([CH:15]=[CH:16][CH:17]=2)[CH2:13][N:34]2[CH2:35][CH2:36][CH:31]([C:27]3[CH:26]=[C:25]([NH:24][C:22](=[O:23])[CH:21]([CH3:20])[CH3:37])[CH:30]=[CH:29][CH:28]=3)[CH2:32][CH2:33]2)=[CH:7][CH:6]=1)([CH3:4])([CH3:3])[CH3:2].